Dataset: Full USPTO retrosynthesis dataset with 1.9M reactions from patents (1976-2016). Task: Predict the reactants needed to synthesize the given product. Given the product [C:1]([O:5][C:6](=[O:7])[NH:8][C:9]([CH3:17])([CH3:16])[CH2:10]/[CH:11]=[CH:12]/[C:13](=[O:15])[N:66]([C@@H:49]([C:50](=[O:51])[N:52]([CH3:65])[C@@H:53]([C:61](=[O:64])[NH:62][CH3:63])[CH2:54][C:55]1[CH:60]=[CH:59][CH:58]=[CH:57][CH:56]=1)[CH2:48][O:47][CH2:40][C:41]1[CH:46]=[CH:45][CH:44]=[CH:43][CH:42]=1)[CH3:67])([CH3:2])([CH3:3])[CH3:4], predict the reactants needed to synthesize it. The reactants are: [C:1]([O:5][C:6]([NH:8][C:9]([CH3:17])([CH3:16])[CH2:10]/[CH:11]=[CH:12]/[C:13]([OH:15])=O)=[O:7])([CH3:4])([CH3:3])[CH3:2].ON1C2N=CC=CC=2N=N1.Cl.CN(C)CCCN=C=NCC.[CH2:40]([O:47][CH2:48][C@@H:49]([NH:66][CH3:67])[C:50]([N:52]([CH3:65])[C@@H:53]([C:61](=[O:64])[NH:62][CH3:63])[CH2:54][C:55]1[CH:60]=[CH:59][CH:58]=[CH:57][CH:56]=1)=[O:51])[C:41]1[CH:46]=[CH:45][CH:44]=[CH:43][CH:42]=1.C(N(C(C)C)CC)(C)C.